From a dataset of Full USPTO retrosynthesis dataset with 1.9M reactions from patents (1976-2016). Predict the reactants needed to synthesize the given product. (1) The reactants are: [CH2:1]([C@@H:8]1[CH2:12][O:11][C:10](=[O:13])[N:9]1[C:14](=[O:33])[C@H:15]([CH2:19][C:20]1[C:25]([Cl:26])=[CH:24][C:23]([C:27]([F:30])([F:29])[F:28])=[C:22]([F:31])[C:21]=1[F:32])[CH2:16][CH:17]=C)[C:2]1[CH:7]=[CH:6][CH:5]=[CH:4][CH:3]=1.CC([OH:38])(C)C.I([O-])(=O)(=O)=O.[Na+]. Given the product [CH2:1]([C@@H:8]1[CH2:12][O:11][C:10](=[O:13])[N:9]1[C:14](=[O:33])[C@H:15]([CH2:19][C:20]1[C:25]([Cl:26])=[CH:24][C:23]([C:27]([F:30])([F:28])[F:29])=[C:22]([F:31])[C:21]=1[F:32])[CH2:16][CH:17]=[O:38])[C:2]1[CH:3]=[CH:4][CH:5]=[CH:6][CH:7]=1, predict the reactants needed to synthesize it. (2) Given the product [F:15][C:16]1[CH:21]=[CH:20][CH:19]=[CH:18][C:17]=1[CH2:22][O:1][C:2]1[N:6]([C:7]2[CH:12]=[C:11]([C:13]#[N:14])[CH:10]=[CH:9][N:8]=2)[N:5]=[CH:4][CH:3]=1, predict the reactants needed to synthesize it. The reactants are: [OH:1][C:2]1[N:6]([C:7]2[CH:12]=[C:11]([C:13]#[N:14])[CH:10]=[CH:9][N:8]=2)[N:5]=[CH:4][CH:3]=1.[F:15][C:16]1[CH:21]=[CH:20][CH:19]=[CH:18][C:17]=1[CH2:22]O. (3) Given the product [N:10]1([N:9]=[N:8][C:5]2[CH:6]=[CH:7][C:2]([C:22]3([OH:24])[CH2:23][O:20][CH2:21]3)=[CH:3][CH:4]=2)[CH2:14][CH2:13][CH2:12][CH2:11]1, predict the reactants needed to synthesize it. The reactants are: Br[C:2]1[CH:7]=[CH:6][C:5]([N:8]=[N:9][N:10]2[CH2:14][CH2:13][CH2:12][CH2:11]2)=[CH:4][CH:3]=1.[Li]CCCC.[O:20]1[CH2:23][C:22](=[O:24])[CH2:21]1. (4) Given the product [C:12]([O:11][C:9]([NH:29][CH2:28][C:19]1[CH:18]=[C:17]([Cl:16])[CH:22]=[CH:21][C:20]=1[NH:23][C:24](=[O:27])[O:25][CH3:26])=[O:10])([CH3:13])([CH3:14])[CH3:15], predict the reactants needed to synthesize it. The reactants are: [C:9](O[C:9]([O:11][C:12]([CH3:15])([CH3:14])[CH3:13])=[O:10])([O:11][C:12]([CH3:15])([CH3:14])[CH3:13])=[O:10].[Cl:16][C:17]1[CH:22]=[CH:21][C:20]([NH:23][C:24](=[O:27])[O:25][CH3:26])=[C:19]([C:28]#[N:29])[CH:18]=1.[BH4-].[Na+].